This data is from Catalyst prediction with 721,799 reactions and 888 catalyst types from USPTO. The task is: Predict which catalyst facilitates the given reaction. (1) Reactant: C([O:3][C:4]([C@@H:6]1[C@@H:8]([C:9](=[O:34])[NH:10][C@@H:11]([CH2:27][C:28]2[N:32]([CH3:33])[CH:31]=[N:30][CH:29]=2)[C:12]([NH:14][C:15]2[S:16][CH:17]=[C:18]([C:20]3[CH:25]=[CH:24][C:23]([F:26])=[CH:22][CH:21]=3)[N:19]=2)=[O:13])[O:7]1)=[O:5])C.[Li+].[OH-]. Product: [F:26][C:23]1[CH:22]=[CH:21][C:20]([C:18]2[N:19]=[C:15]([NH:14][C:12](=[O:13])[C@@H:11]([NH:10][C:9]([C@H:8]3[O:7][C@@H:6]3[C:4]([OH:5])=[O:3])=[O:34])[CH2:27][C:28]3[N:32]([CH3:33])[CH:31]=[N:30][CH:29]=3)[S:16][CH:17]=2)=[CH:25][CH:24]=1. The catalyst class is: 87. (2) Reactant: [O:1]1[CH:5]=[CH:4][CH:3]=[C:2]1[C:6]1[N:11]=[C:10]([NH2:12])[CH:9]=[N:8][C:7]=1[C:13]1[CH:18]=[CH:17][N:16]=[CH:15][CH:14]=1.[Br:19]N1C(=O)CCC1=O. The catalyst class is: 58. Product: [Br:19][C:9]1[C:10]([NH2:12])=[N:11][C:6]([C:2]2[O:1][CH:5]=[CH:4][CH:3]=2)=[C:7]([C:13]2[CH:18]=[CH:17][N:16]=[CH:15][CH:14]=2)[N:8]=1. (3) Reactant: [O:1]1[CH:8]2[CH:9]=[CH:10][CH:2]1[CH:3]1[CH:7]2[C:6](=[O:11])O[C:4]1=[O:12].[CH2:13]([CH2:15][NH2:16])[OH:14]. Product: [OH:14][CH2:13][CH2:15][N:16]1[C:6](=[O:11])[CH:7]2[CH:3]([CH:2]3[O:1][CH:8]2[CH:9]=[CH:10]3)[C:4]1=[O:12]. The catalyst class is: 5. (4) Reactant: [C:1]([C:5]1[CH:10]=[CH:9][C:8]([C:11]2[N:16]=[CH:15][C:14]([CH3:17])=[CH:13][N:12]=2)=[CH:7][CH:6]=1)([CH3:4])([CH3:3])[CH3:2].[Br:18]N1C(=O)CCC1=O.N(C(C)(C)C#N)=NC(C)(C)C#N. Product: [Br:18][CH2:17][C:14]1[CH:15]=[N:16][C:11]([C:8]2[CH:7]=[CH:6][C:5]([C:1]([CH3:4])([CH3:3])[CH3:2])=[CH:10][CH:9]=2)=[N:12][CH:13]=1. The catalyst class is: 53. (5) The catalyst class is: 3. Reactant: Cl.[Cl:2][C:3]1[CH:4]=[C:5]2[C:9](=[CH:10][CH:11]=1)[NH:8][CH:7]=[C:6]2[CH2:12][CH2:13][NH2:14].C1CN([P+](ON2N=NC3C=CC=CC2=3)(N2CCCC2)N2CCCC2)CC1.F[P-](F)(F)(F)(F)F.[F:48][C:49]1[CH:54]=[CH:53][CH:52]=[CH:51][C:50]=1[N:55]1[CH2:59][CH2:58][CH:57]([C:60](O)=[O:61])[C:56]1=[O:63]. Product: [Cl:2][C:3]1[CH:4]=[C:5]2[C:9](=[CH:10][CH:11]=1)[NH:8][CH:7]=[C:6]2[CH2:12][CH2:13][NH:14][C:60]([CH:57]1[CH2:58][CH2:59][N:55]([C:50]2[CH:51]=[CH:52][CH:53]=[CH:54][C:49]=2[F:48])[C:56]1=[O:63])=[O:61]. (6) Reactant: CC(C[AlH]CC(C)C)C.[Cl:10][C:11]1[CH:16]=[CH:15][CH:14]=[CH:13][C:12]=1[N:17]1[C:21]([C:22]2[S:23][C:24]([C:27]3[CH:32]=[CH:31][CH:30]=[C:29]([S:33]([CH3:36])(=[O:35])=[O:34])[CH:28]=3)=[CH:25][CH:26]=2)=[CH:20][C:19]([C:37]([CH3:41])([CH3:40])[C:38]#[N:39])=[N:18]1.[C@H](O)(C([O-])=O)[C@@H](O)C([O-])=O.[Na+].[K+]. Product: [Cl:10][C:11]1[CH:16]=[CH:15][CH:14]=[CH:13][C:12]=1[N:17]1[C:21]([C:22]2[S:23][C:24]([C:27]3[CH:32]=[CH:31][CH:30]=[C:29]([S:33]([CH3:36])(=[O:34])=[O:35])[CH:28]=3)=[CH:25][CH:26]=2)=[CH:20][C:19]([C:37]([CH3:41])([CH3:40])[CH2:38][NH2:39])=[N:18]1. The catalyst class is: 2. (7) Reactant: [C:1]1([CH:7]([OH:10])[CH2:8][CH3:9])[CH:6]=[CH:5][CH:4]=[CH:3][CH:2]=1.CC(C)([O-])C.[Cl:16][C:17]1[CH:24]=[C:23](F)[CH:22]=[CH:21][C:18]=1[C:19]#[N:20]. Product: [Cl:16][C:17]1[CH:24]=[C:23]([O:10][CH:7]([C:1]2[CH:6]=[CH:5][CH:4]=[CH:3][CH:2]=2)[CH2:8][CH3:9])[CH:22]=[CH:21][C:18]=1[C:19]#[N:20]. The catalyst class is: 1.